From a dataset of Reaction yield outcomes from USPTO patents with 853,638 reactions. Predict the reaction yield, written as a fraction of the theoretical maximum amount of product (1.0 means a 100% yield; for example, 0.34 means a 34% yield). The reactants are [F:1][C:2]1[CH:7]=[CH:6][C:5]([C:8]2[CH:9]=[CH:10][C:11]3[N:12]=[CH:13][NH:14][C:15](=O)[C:16]=3[N:17]=2)=[CH:4][CH:3]=1.C(N(C(C)C)CC)(C)C.P(Cl)(Cl)([Cl:30])=O. The catalyst is C1(C)C=CC=CC=1. The product is [Cl:30][C:15]1[C:16]2[N:17]=[C:8]([C:5]3[CH:6]=[CH:7][C:2]([F:1])=[CH:3][CH:4]=3)[CH:9]=[CH:10][C:11]=2[N:12]=[CH:13][N:14]=1. The yield is 0.960.